Dataset: Catalyst prediction with 721,799 reactions and 888 catalyst types from USPTO. Task: Predict which catalyst facilitates the given reaction. (1) Reactant: [Cl:1][C:2]1[C:3]([F:39])=[C:4]([C@@H:8]2[C@:12]([C:15]3[CH:20]=[CH:19][C:18]([Cl:21])=[CH:17][C:16]=3[F:22])([C:13]#[N:14])[C@H:11]([CH2:23][C:24]([CH3:27])([CH3:26])[CH3:25])[NH:10][C@H:9]2[C:28]([NH:30][C:31]2[O:35][C:34]([C:36](O)=[O:37])=[CH:33][CH:32]=2)=[O:29])[CH:5]=[CH:6][CH:7]=1.[NH4+].[Cl-].CC[N:44]=C=NCCCN(C)C.C1C=CC2N(O)N=NC=2C=1.CCN(CC)CC. Product: [Cl:1][C:2]1[C:3]([F:39])=[C:4]([C@@H:8]2[C@:12]([C:15]3[CH:20]=[CH:19][C:18]([Cl:21])=[CH:17][C:16]=3[F:22])([C:13]#[N:14])[C@H:11]([CH2:23][C:24]([CH3:27])([CH3:25])[CH3:26])[NH:10][C@H:9]2[C:28]([NH:30][C:31]2[O:35][C:34]([C:36]([NH2:44])=[O:37])=[CH:33][CH:32]=2)=[O:29])[CH:5]=[CH:6][CH:7]=1. The catalyst class is: 9. (2) Reactant: [Cl-].[Ce+3].[Cl-].[Cl-].[CH:5]([Mg]Cl)([CH3:7])[CH3:6].[CH2:10]([N:17]1[CH2:21][CH2:20][C:19](=[O:22])[CH2:18]1)[C:11]1[CH:16]=[CH:15][CH:14]=[CH:13][CH:12]=1.[NH4+].[Cl-]. Product: [CH2:10]([N:17]1[CH2:21][CH2:20][C:19]([CH:5]([CH3:7])[CH3:6])([OH:22])[CH2:18]1)[C:11]1[CH:12]=[CH:13][CH:14]=[CH:15][CH:16]=1. The catalyst class is: 1. (3) Reactant: [F:1][C:2]1[CH:7]=[CH:6][C:5]([C:8]([C:11]2[N:15]([CH3:16])[N:14]=[N:13][N:12]=2)=[N:9][OH:10])=[CH:4][C:3]=1[CH3:17].[C:18]([O:22][C:23](=[O:32])[NH:24][C:25]1[S:26][CH:27]=[C:28]([CH2:30]Cl)[N:29]=1)([CH3:21])([CH3:20])[CH3:19].C(=O)([O-])[O-].[Cs+].[Cs+].[I-].[K+]. Product: [F:1][C:2]1[CH:7]=[CH:6][C:5]([C:8](=[N:9][O:10][CH2:30][C:28]2[N:29]=[C:25]([NH:24][C:23](=[O:32])[O:22][C:18]([CH3:20])([CH3:19])[CH3:21])[S:26][CH:27]=2)[C:11]2[N:15]([CH3:16])[N:14]=[N:13][N:12]=2)=[CH:4][C:3]=1[CH3:17]. The catalyst class is: 47.